Task: Regression. Given a peptide amino acid sequence and an MHC pseudo amino acid sequence, predict their binding affinity value. This is MHC class I binding data.. Dataset: Peptide-MHC class I binding affinity with 185,985 pairs from IEDB/IMGT (1) The peptide sequence is YFENSDLNL. The MHC is HLA-B57:01 with pseudo-sequence HLA-B57:01. The binding affinity (normalized) is 0.0847. (2) The peptide sequence is KRMMIRYCL. The MHC is HLA-A26:01 with pseudo-sequence HLA-A26:01. The binding affinity (normalized) is 0.0847. (3) The peptide sequence is RLRLIHLLH. The MHC is Mamu-B03 with pseudo-sequence Mamu-B03. The binding affinity (normalized) is 0.353.